From a dataset of Catalyst prediction with 721,799 reactions and 888 catalyst types from USPTO. Predict which catalyst facilitates the given reaction. (1) Reactant: [CH2:1]([CH:3]([C:6]1[C:7]2[N:8]([CH:13]=[C:14]([CH3:16])[N:15]=2)[N:9]=[C:10]([CH3:12])[CH:11]=1)[CH2:4][CH3:5])[CH3:2].C1C(=O)N([I:24])C(=O)C1. Product: [CH2:1]([CH:3]([C:6]1[C:7]2[N:8]([C:13]([I:24])=[C:14]([CH3:16])[N:15]=2)[N:9]=[C:10]([CH3:12])[CH:11]=1)[CH2:4][CH3:5])[CH3:2]. The catalyst class is: 10. (2) Reactant: C[Mg]Cl.[CH2:4]([O:11][C:12](=[O:26])[NH:13][C@H:14]1[CH2:19][CH2:18][C@H:17]([C:20](=[O:25])N(OC)C)[CH2:16][CH2:15]1)[C:5]1[CH:10]=[CH:9][CH:8]=[CH:7][CH:6]=1.[C:27](OCC)(=O)C. Product: [CH2:4]([O:11][C:12](=[O:26])[NH:13][C@H:14]1[CH2:15][CH2:16][C@H:17]([C:20](=[O:25])[CH3:27])[CH2:18][CH2:19]1)[C:5]1[CH:6]=[CH:7][CH:8]=[CH:9][CH:10]=1. The catalyst class is: 7. (3) Reactant: [NH2:1][CH:2]([C:8]1[CH:16]=[CH:15][C:11]([C:12]([OH:14])=[O:13])=[CH:10][CH:9]=1)[C:3]([O:5][CH2:6][CH3:7])=[O:4].CCN(C(C)C)C(C)C.[C:26](OC(=O)C)(=[O:28])[CH3:27].Cl. Product: [C:26]([NH:1][CH:2]([C:8]1[CH:16]=[CH:15][C:11]([C:12]([OH:14])=[O:13])=[CH:10][CH:9]=1)[C:3]([O:5][CH2:6][CH3:7])=[O:4])(=[O:28])[CH3:27]. The catalyst class is: 1. (4) Reactant: [Br:1][C:2]1[CH:7]=[CH:6][C:5]([NH:8][C:9](=[NH:16])[CH2:10][C:11]([O:13][CH2:14][CH3:15])=[O:12])=[C:4]([F:17])[CH:3]=1.Br[C:19]1[CH2:24][CH2:23][CH2:22][C:21](=[O:25])[C:20]=1O. Product: [Br:1][C:2]1[CH:7]=[CH:6][C:5]([NH:8][C:9]2[NH:16][C:20]3[C:21](=[O:25])[CH2:22][CH2:23][CH2:24][C:19]=3[C:10]=2[C:11]([O:13][CH2:14][CH3:15])=[O:12])=[C:4]([F:17])[CH:3]=1. The catalyst class is: 1. (5) Reactant: [H-].[Al+3].[Li+].[H-].[H-].[H-].[O:7]1[C:11]2([CH2:16][CH2:15][CH:14]([CH2:17][C:18](OCC)=[O:19])[CH2:13][CH2:12]2)[O:10][CH2:9][CH2:8]1.[F-].[Na+].O. Product: [OH:19][CH2:18][CH2:17][CH:14]1[CH2:15][CH2:16][C:11]2([O:7][CH2:8][CH2:9][O:10]2)[CH2:12][CH2:13]1. The catalyst class is: 217. (6) Reactant: Cl.Cl.[N:3]12[CH2:10][CH:7]([CH2:8][CH2:9]1)[NH:6][CH2:5][CH2:4]2.Cl[C:12]1[N:17]=[CH:16][C:15]([N+:18]([O-:20])=[O:19])=[CH:14][N:13]=1.C(N(CC)CC)C.[OH-].[Na+]. Product: [N+:18]([C:15]1[CH:14]=[N:13][C:12]([N:6]2[CH:7]3[CH2:10][N:3]([CH2:9][CH2:8]3)[CH2:4][CH2:5]2)=[N:17][CH:16]=1)([O-:20])=[O:19]. The catalyst class is: 12.